Predict the reaction yield, written as a fraction of the theoretical maximum amount of product (1.0 means a 100% yield; for example, 0.34 means a 34% yield). From a dataset of Reaction yield outcomes from USPTO patents with 853,638 reactions. The reactants are [C:1]1([C:7]2[CH:15]=[C:14]3[C:10]([CH2:11][C:12](=[O:16])[NH:13]3)=[CH:9][CH:8]=2)[CH:6]=[CH:5][CH:4]=[CH:3][CH:2]=1.[CH2:17]([N:19]([CH2:32][CH3:33])[CH2:20][CH2:21][NH:22][C:23]([C:25]1[NH:26][C:27]([CH:30]=O)=[CH:28][CH:29]=1)=[O:24])[CH3:18]. No catalyst specified. The product is [CH2:32]([N:19]([CH2:17][CH3:18])[CH2:20][CH2:21][NH:22][C:23]([C:25]1[NH:26][C:27]([CH:30]=[C:11]2[C:10]3[C:14](=[CH:15][C:7]([C:1]4[CH:2]=[CH:3][CH:4]=[CH:5][CH:6]=4)=[CH:8][CH:9]=3)[NH:13][C:12]2=[O:16])=[CH:28][CH:29]=1)=[O:24])[CH3:33]. The yield is 0.420.